From a dataset of Human Reference Interactome with 51,813 positive PPI pairs across 8,248 proteins, plus equal number of experimentally-validated negative pairs. Binary Classification. Given two protein amino acid sequences, predict whether they physically interact or not. (1) Protein 1 (ENSG00000009790) has sequence MKKVLLEMEDQKNSYEQKAKESLQKVLEEKMNAEQQLQSTQRSLALAEQKCEEWRSQYEALKEDWRTLGTQHRELESQLHVLQSKLQGADSRDLQMNQALRFLENEHQQLQAKIECLQGDRDLCSLDTQDLQDQLKRSEAEKLTLVTRVQQLQGLLQNQSLQLQEQEKLLTKKGQQIYYHKF*MISPDPRPSPGLARWAESYEAKCERRQEIRESRRCRPNVTTCRQVGKTLRIQQREQLQRARLQQFFRRRNLELEEKGKAQHPQAREQGPSRRPGQVTGTSSEVFPAQHPPPSGICRD.... Result: 1 (the proteins interact). Protein 2 (ENSG00000070882) has sequence MMSDEKNLGVSQKLVSPSRSTSSCSSKQGSRQDSWEVVEGLRGEMNYTQEPPVQKGFLLKKRKWPLKGWHKRFFYLDKGILKYAKSQTDIEREKLHGCIDVGLSVMSVKKSSKCIDLDTEEHIYHLKVKSEEVFDEWVSKLRHHRMYRQNEIAMFPHEVNHFFSGSTITDSSSGVFDSISSRKRSSISKQNLFQTGSNVSFSCGGETRVPLWLQSSEDMEKCSKDLAHCHAYLVEMSQLLQSMDVLHRTYSAPAINAIQGGSFESPKKEKRSHRRWRSRAIGKDAKGTLQVPKPFSGPVR.... (2) Result: 0 (the proteins do not interact). Protein 2 (ENSG00000162373) has sequence MYAFVRFLEDNVCYALPVSCVRDFSPRSRLDFDNQKVYAVYRGPEELGAGPESPPRAPRDWGALLLHKAQILALAEDKSDLENSVMQKKIKIPKLSLNHVEEDGEVKDYGEEDLQLRHIKRPEGRKPSEVAHKSIEAVVARLEKQNGLSLGHSTCPEEVFVEASPGTEDMDSLEDAVVPRALYEELLRNYQQQQEEMRHLQQELERTRRQLVQQAKKLKEYGALVSEMKELRDLNRRLQDVLLLRLGSGPAIDLEKVKSECLEPEPELRSTFSEEANTSSYYPAPAPVMDKYILDNGKVH.... Protein 1 (ENSG00000143845) has sequence MAVPPSAPQPRASFHLRRHTPCPQCSWGMEEKAAASASCREPPGPPRAAAVAYFGISVDPDDILPGALRLIQELRPHWKPEQVRTKRFTDGITNKLVACYVEEDMQDCVLVRVYGERTELLVDRENEVRNFQLLRAHSCAPKLYCTFQNGLCYEYMQGVALEPEHIREPRLFRLIALEMAKIHTIHANGSLPKPILWHKMHNYFTLVKNEINPSLSADVPKVEVLERELAWLKEHLSQLESPVVFCHNDLLCKNIIYDSIKGHVRFIDYEYAGYNYQAFDIGNHFNEFAGVNEVDYCLYP....